From a dataset of Catalyst prediction with 721,799 reactions and 888 catalyst types from USPTO. Predict which catalyst facilitates the given reaction. (1) Reactant: C(OC([NH:8][C@@H:9]1[CH2:14][CH2:13][CH2:12][N:11]([C:15]2[C:20]([CH:21]3[CH2:23][CH2:22]3)=[CH:19][N:18]=[C:17]3[N:24](C(OC(C)(C)C)=O)[CH:25]=[C:26]([NH:27][C:28](=[O:35])[C:29]4[CH:34]=[CH:33][CH:32]=[N:31][CH:30]=4)[C:16]=23)[CH2:10]1)=O)(C)(C)C.C(O)(C(F)(F)F)=O.[ClH:50]. Product: [ClH:50].[NH2:8][C@@H:9]1[CH2:14][CH2:13][CH2:12][N:11]([C:15]2[C:20]([CH:21]3[CH2:22][CH2:23]3)=[CH:19][N:18]=[C:17]3[NH:24][CH:25]=[C:26]([NH:27][C:28](=[O:35])[C:29]4[CH:34]=[CH:33][CH:32]=[N:31][CH:30]=4)[C:16]=23)[CH2:10]1. The catalyst class is: 28. (2) Reactant: C([O:3][C:4](=[O:37])[CH2:5][CH2:6][CH2:7][CH2:8][O:9][C:10]1[CH:15]=[CH:14][C:13]([C:16]([CH2:34][CH3:35])([C:19]2[CH:24]=[CH:23][C:22]([CH2:25][CH2:26][CH:27]([OH:32])[C:28]([CH3:31])([CH3:30])[CH3:29])=[C:21]([CH3:33])[CH:20]=2)[CH2:17][CH3:18])=[CH:12][C:11]=1[CH3:36])C.[OH-].[K+].Cl. Product: [CH2:17]([C:16]([C:13]1[CH:14]=[CH:15][C:10]([O:9][CH2:8][CH2:7][CH2:6][CH2:5][C:4]([OH:37])=[O:3])=[C:11]([CH3:36])[CH:12]=1)([C:19]1[CH:24]=[CH:23][C:22]([CH2:25][CH2:26][CH:27]([OH:32])[C:28]([CH3:30])([CH3:31])[CH3:29])=[C:21]([CH3:33])[CH:20]=1)[CH2:34][CH3:35])[CH3:18]. The catalyst class is: 5. (3) Reactant: [CH3:1][N:2]1[CH:6]=[C:5]([C:7](O)=[O:8])[C:4]([C:10]([F:13])([F:12])[F:11])=[N:3]1.O1CCCC1.S(Cl)(Cl)=O.[NH2:23][C:24]1[CH:25]=[C:26]([CH:43]=[CH:44][C:45]=1[Cl:46])[O:27][C:28]1[CH:29]=[CH:30][C:31]2[N:32]([N:34]=[C:35]([NH:37][C:38]([CH:40]3[CH2:42][CH2:41]3)=[O:39])[N:36]=2)[CH:33]=1. Product: [Cl:46][C:45]1[CH:44]=[CH:43][C:26]([O:27][C:28]2[CH:29]=[CH:30][C:31]3[N:32]([N:34]=[C:35]([NH:37][C:38]([CH:40]4[CH2:42][CH2:41]4)=[O:39])[N:36]=3)[CH:33]=2)=[CH:25][C:24]=1[NH:23][C:7]([C:5]1[C:4]([C:10]([F:13])([F:12])[F:11])=[N:3][N:2]([CH3:1])[CH:6]=1)=[O:8]. The catalyst class is: 402.